Dataset: Reaction yield outcomes from USPTO patents with 853,638 reactions. Task: Predict the reaction yield, written as a fraction of the theoretical maximum amount of product (1.0 means a 100% yield; for example, 0.34 means a 34% yield). (1) The reactants are [CH3:1][C:2]1[CH:7]=[CH:6][C:5]([S:8]([O:11][CH2:12][CH:13]2[CH2:17][C:16]3[CH:18]=[CH:19][CH:20]=[C:21](Br)[C:15]=3[O:14]2)(=[O:10])=[O:9])=[CH:4][CH:3]=1.[O:23]([C:25]1[C:30]([O:31][CH3:32])=[CH:29][CH:28]=[CH:27][C:26]=1B(O)O)[CH3:24]. No catalyst specified. The product is [CH3:1][C:2]1[CH:7]=[CH:6][C:5]([S:8]([O:11][CH2:12][CH:13]2[CH2:17][C:16]3[CH:18]=[CH:19][CH:20]=[C:21]([C:29]4[CH:28]=[CH:27][CH:26]=[C:25]([O:23][CH3:24])[C:30]=4[O:31][CH3:32])[C:15]=3[O:14]2)(=[O:10])=[O:9])=[CH:4][CH:3]=1. The yield is 0.820. (2) The reactants are [CH3:1][O:2][C:3]1[CH:8]=[CH:7][C:6]([N:9]2[C:13]([C:14]3[CH:19]=[CH:18][C:17]([CH3:20])=[CH:16][CH:15]=3)=[CH:12][C:11]([CH2:21][CH:22]([C:26]3[C:34]4[C:29](=[CH:30][CH:31]=[CH:32][CH:33]=4)[N:28](COCC[Si](C)(C)C)[CH:27]=3)[C:23]([OH:25])=[O:24])=[N:10]2)=[CH:5][CH:4]=1.CCCC[N+](CCCC)(CCCC)CCCC.[F-]. The catalyst is C1COCC1.CCOC(C)=O. The product is [NH:28]1[C:29]2[C:34](=[CH:33][CH:32]=[CH:31][CH:30]=2)[C:26]([CH:22]([CH2:21][C:11]2[CH:12]=[C:13]([C:14]3[CH:19]=[CH:18][C:17]([CH3:20])=[CH:16][CH:15]=3)[N:9]([C:6]3[CH:5]=[CH:4][C:3]([O:2][CH3:1])=[CH:8][CH:7]=3)[N:10]=2)[C:23]([OH:25])=[O:24])=[CH:27]1. The yield is 0.850. (3) The reactants are [Cl:1][C:2]1[C:3]([CH3:28])=[C:4]([CH:14]2[CH2:17][N:16]([C:18]([O:20][CH2:21][C:22]3[CH:27]=[CH:26][CH:25]=[CH:24][CH:23]=3)=[O:19])[CH2:15]2)[C:5]([O:11][CH2:12][CH3:13])=[C:6]([CH:8](Cl)[CH3:9])[CH:7]=1.[CH3:29][C:30]1[C:38]2[C:33](=[N:34][CH:35]=[N:36][C:37]=2[NH2:39])[NH:32][N:31]=1.C(=O)([O-])[O-].[Cs+].[Cs+].[I-].[K+]. The catalyst is CN(C)C=O.CCOCC. The product is [NH2:39][C:37]1[N:36]=[CH:35][N:34]=[C:33]2[N:32]([CH:8]([C:6]3[C:5]([O:11][CH2:12][CH3:13])=[C:4]([CH:14]4[CH2:15][N:16]([C:18]([O:20][CH2:21][C:22]5[CH:27]=[CH:26][CH:25]=[CH:24][CH:23]=5)=[O:19])[CH2:17]4)[C:3]([CH3:28])=[C:2]([Cl:1])[CH:7]=3)[CH3:9])[N:31]=[C:30]([CH3:29])[C:38]=12. The yield is 0.500. (4) The reactants are [NH2:1][C:2]1[N:7]=[CH:6][C:5]([N:8]([CH3:28])[C:9](=[O:27])[C:10]([C:13]2[CH:18]=[C:17]([C:19]([F:22])([F:21])[F:20])[CH:16]=[C:15]([C:23]([F:26])([F:25])[F:24])[CH:14]=2)([CH3:12])[CH3:11])=[C:4]([C:29]2[CH:34]=[CH:33][CH:32]=[CH:31][C:30]=2[CH3:35])[CH:3]=1.[CH3:36][S:37](Cl)(=[O:39])=[O:38]. The catalyst is N1C=CC=CC=1. The product is [F:22][C:19]([F:20])([F:21])[C:17]1[CH:18]=[C:13]([C:10]([CH3:12])([CH3:11])[C:9]([N:8]([C:5]2[CH:6]=[N:7][C:2]([NH:1][S:37]([CH3:36])(=[O:39])=[O:38])=[CH:3][C:4]=2[C:29]2[CH:34]=[CH:33][CH:32]=[CH:31][C:30]=2[CH3:35])[CH3:28])=[O:27])[CH:14]=[C:15]([C:23]([F:26])([F:24])[F:25])[CH:16]=1. The yield is 0.420. (5) The reactants are [NH2:1][C:2]([C:7]1[CH:8]=[N:9][C:10]2[C:15]([CH:16]=1)=[CH:14][CH:13]=[C:12]([O:17][CH2:18][CH2:19][CH2:20][CH2:21][CH2:22][CH2:23][CH3:24])[CH:11]=2)([CH3:6])[C:3](O)=[O:4].[H-].[H-].[H-].[H-].[Li+].[Al+3].O.CC(=O)OCC. The catalyst is C1COCC1. The product is [NH2:1][C:2]([C:7]1[CH:8]=[N:9][C:10]2[C:15]([CH:16]=1)=[CH:14][CH:13]=[C:12]([O:17][CH2:18][CH2:19][CH2:20][CH2:21][CH2:22][CH2:23][CH3:24])[CH:11]=2)([CH3:6])[CH2:3][OH:4]. The yield is 0.350. (6) The product is [F:1][C:2]1[CH:7]=[C:6]([O:8][C@H:9]2[CH2:14][CH2:13][CH2:12][CH2:11][C@@H:10]2[C:15]2[N:19]([CH3:20])[N:18]=[CH:17][CH:16]=2)[C:5]([F:21])=[CH:4][C:3]=1[S:22]([NH:25][C:33]1[N:34]=[CH:35][S:36][CH:37]=1)(=[O:23])=[O:24]. The yield is 0.870. The catalyst is ClCCl. The reactants are [F:1][C:2]1[CH:7]=[C:6]([O:8][C@H:9]2[CH2:14][CH2:13][CH2:12][CH2:11][C@@H:10]2[C:15]2[N:19]([CH3:20])[N:18]=[CH:17][CH:16]=2)[C:5]([F:21])=[CH:4][C:3]=1[S:22]([N:25]([C:33]1[N:34]=[CH:35][S:36][CH:37]=1)C(=O)OC(C)(C)C)(=[O:24])=[O:23].FC(F)(F)C(O)=O. (7) The reactants are [F:1][C:2]1[CH:3]=[C:4]([C:9]2[CH:14]=[CH:13][CH:12]=[CH:11][CH:10]=2)[CH:5]=[C:6]([F:8])[CH:7]=1.[Li]N1C(C)(C)CCCC1(C)C.[Li]CCCC.CC1CCCN(C)C1(C)C.[C:41](=[O:43])=[O:42]. The catalyst is C1COCC1. The product is [F:1][C:2]1[CH:3]=[C:4]([C:9]2[CH:14]=[CH:13][CH:12]=[CH:11][CH:10]=2)[CH:5]=[C:6]([F:8])[C:7]=1[C:41]([OH:43])=[O:42]. The yield is 0.770.